From a dataset of Full USPTO retrosynthesis dataset with 1.9M reactions from patents (1976-2016). Predict the reactants needed to synthesize the given product. Given the product [S:1]1[C:5]2[CH:6]=[C:7]([N:10]3[CH2:14][CH2:13][N:12]([C:17]4[CH:18]=[N:19][CH:20]=[CH:21][C:22]=4[CH2:23][CH3:24])[C:11]3=[O:15])[CH:8]=[CH:9][C:4]=2[N:3]=[CH:2]1, predict the reactants needed to synthesize it. The reactants are: [S:1]1[C:5]2[CH:6]=[C:7]([N:10]3[CH2:14][CH2:13][NH:12][C:11]3=[O:15])[CH:8]=[CH:9][C:4]=2[N:3]=[CH:2]1.Br[C:17]1[CH:18]=[N:19][CH:20]=[CH:21][C:22]=1[CH2:23][CH3:24].N[C@@H]1CCCC[C@H]1N.P([O-])([O-])([O-])=O.[K+].[K+].[K+].